From a dataset of Reaction yield outcomes from USPTO patents with 853,638 reactions. Predict the reaction yield, written as a fraction of the theoretical maximum amount of product (1.0 means a 100% yield; for example, 0.34 means a 34% yield). (1) The reactants are C(OC([N:8]1[CH2:26][CH2:25][C:11]2([CH2:15][N:14]([C:16](=[O:24])[NH:17][C:18]3[CH:19]=[N:20][CH:21]=[CH:22][CH:23]=3)[CH2:13][CH2:12]2)[CH2:10][CH2:9]1)=O)(C)(C)C.[ClH:27].O1CCOCC1. The catalyst is C(Cl)Cl. The product is [ClH:27].[N:20]1[CH:21]=[CH:22][CH:23]=[C:18]([NH:17][C:16]([N:14]2[CH2:13][CH2:12][C:11]3([CH2:25][CH2:26][NH:8][CH2:9][CH2:10]3)[CH2:15]2)=[O:24])[CH:19]=1. The yield is 0.990. (2) The reactants are [Cl:1][C:2]1[CH:9]=[CH:8][C:5]([C:6]#[N:7])=[C:4]([O:10][C:11]2[CH:16]=[CH:15][CH:14]=[C:13]([CH2:17]Cl)[C:12]=2[CH2:19][CH3:20])[CH:3]=1.[NH3:21].[C:22]([OH:29])(=[O:28])/[CH:23]=[CH:24]/[C:25]([OH:27])=[O:26]. The catalyst is CO. The product is [C:22]([OH:29])(=[O:28])/[CH:23]=[CH:24]/[C:25]([OH:27])=[O:26].[NH2:21][CH2:17][C:13]1[C:12]([CH2:19][CH3:20])=[C:11]([CH:16]=[CH:15][CH:14]=1)[O:10][C:4]1[CH:3]=[C:2]([Cl:1])[CH:9]=[CH:8][C:5]=1[C:6]#[N:7].[NH2:21][CH2:17][C:13]1[C:12]([CH2:19][CH3:20])=[C:11]([CH:16]=[CH:15][CH:14]=1)[O:10][C:4]1[CH:3]=[C:2]([Cl:1])[CH:9]=[CH:8][C:5]=1[C:6]#[N:7]. The yield is 0.830. (3) The reactants are O[CH2:2][C:3]1[CH:12]=[N:11][C:10]2[N:9]3[CH2:13][CH2:14][CH2:15][CH2:16][C@H:8]3[C:7](=[O:17])[NH:6][C:5]=2[CH:4]=1.Cl.Cl.[CH:20]1([NH:23][C:24](=[O:38])[C:25]2[CH:30]=[CH:29][C:28]([N:31]3[CH2:36][CH2:35][NH:34][CH2:33][CH2:32]3)=[C:27]([CH3:37])[CH:26]=2)[CH2:22][CH2:21]1.[I-].C(C[P+](C)(C)C)#N.C(N(CC)C(C)C)(C)C. The catalyst is C(#N)CC. The product is [CH:20]1([NH:23][C:24](=[O:38])[C:25]2[CH:30]=[CH:29][C:28]([N:31]3[CH2:32][CH2:33][N:34]([CH2:2][C:3]4[CH:12]=[N:11][C:10]5[N:9]6[CH2:13][CH2:14][CH2:15][CH2:16][C@H:8]6[C:7](=[O:17])[NH:6][C:5]=5[CH:4]=4)[CH2:35][CH2:36]3)=[C:27]([CH3:37])[CH:26]=2)[CH2:22][CH2:21]1. The yield is 0.249. (4) The reactants are [CH2:1]([O:3][C:4]([C:6]1[N:7]=[C:8](I)[O:9][C:10]=1[C:11]1[CH:16]=[CH:15][C:14]([N:17]2[CH2:22][CH2:21][N:20]([C:23]([O:25][C:26]([CH3:29])([CH3:28])[CH3:27])=[O:24])[CH2:19][CH2:18]2)=[CH:13][CH:12]=1)=[O:5])[CH3:2].CC1(C)C(C)(C)OB([C:39]2[CH:47]=[CH:46][CH:45]=[C:44]3[C:40]=2[CH:41]=[N:42][NH:43]3)O1.C(=O)([O-])[O-].[Na+].[Na+]. The catalyst is C1(C)C=CC=CC=1.C(O)C.O.CCOC(C)=O.C1C=CC(P(C2C=CC=CC=2)C2C=CC=CC=2)=CC=1.C1C=CC(P(C2C=CC=CC=2)C2C=CC=CC=2)=CC=1.Cl[Pd]Cl. The product is [CH2:1]([O:3][C:4]([C:6]1[N:7]=[C:8]([C:39]2[CH:47]=[CH:46][CH:45]=[C:44]3[C:40]=2[CH:41]=[N:42][NH:43]3)[O:9][C:10]=1[C:11]1[CH:16]=[CH:15][C:14]([N:17]2[CH2:22][CH2:21][N:20]([C:23]([O:25][C:26]([CH3:29])([CH3:28])[CH3:27])=[O:24])[CH2:19][CH2:18]2)=[CH:13][CH:12]=1)=[O:5])[CH3:2]. The yield is 0.470.